From a dataset of Full USPTO retrosynthesis dataset with 1.9M reactions from patents (1976-2016). Predict the reactants needed to synthesize the given product. (1) Given the product [F:6][C:3]1[CH:27]=[CH:28][CH:23]=[CH:21][C:1]=1[O:2][C@H:28]1[CH2:23][CH2:21][NH:18][CH2:27]1, predict the reactants needed to synthesize it. The reactants are: [C:1](O)([C:3]([F:6])(F)F)=[O:2].IC1N=NC(N2CC[N:18]([C:21]([C:23]3[CH:28]=[CH:27]C=CC=3C(F)(F)F)=O)CC2)=CC=1. (2) The reactants are: C(O[C:4]([C:6]1[O:10][C:9]([C:11]2[CH:16]=[CH:15][C:14]([Br:17])=[CH:13][CH:12]=2)=[N:8][C:7]=1[CH:18]([CH3:20])[CH3:19])=[O:5])C.Br[C:22]1C=CC(C(O)=O)=CC=1.[H-].[Na+].C(OC(=O)C(Cl)C(=O)C(C)C)C.C([O-])(=O)C.[NH4+]. Given the product [Br:17][C:14]1[CH:13]=[CH:12][C:11]([C:9]2[O:10][C:6]([CH:4]([OH:5])[CH3:22])=[C:7]([CH:18]([CH3:19])[CH3:20])[N:8]=2)=[CH:16][CH:15]=1, predict the reactants needed to synthesize it. (3) Given the product [CH:2]([C@H:5]1[N:10]([C:22]2[N:27]=[C:26]([C:28]([F:31])([F:30])[F:29])[CH:25]=[CH:24][N:23]=2)[CH2:9][CH2:8][NH:7][C:6]1=[O:11])([CH3:4])[CH3:3], predict the reactants needed to synthesize it. The reactants are: Cl.[CH:2]([C@H:5]1[NH:10][CH2:9][CH2:8][NH:7][C:6]1=[O:11])([CH3:4])[CH3:3].CCN(C(C)C)C(C)C.Cl[C:22]1[N:27]=[C:26]([C:28]([F:31])([F:30])[F:29])[CH:25]=[CH:24][N:23]=1.[NH4+].[Cl-]. (4) Given the product [CH3:14][CH:12]([CH3:13])[CH2:11][C:10]1[CH:9]=[CH:8][C:7]([CH:5]([CH3:6])[C:3]([O:2][C@:33]2([C:34](=[O:35])[CH2:36][CH2:37][CH:38]([CH3:40])[CH3:39])[C:32](=[O:42])[C:31]([C:43](=[O:44])[CH2:45][CH:46]([CH3:48])[CH3:47])=[C:29]([OH:30])[C@@H:28]2[CH2:27][CH2:26][CH:24]([CH3:23])[CH3:25])=[O:4])=[CH:16][CH:15]=1, predict the reactants needed to synthesize it. The reactants are: [Cl-].[OH:2][C:3]([CH:5]([C:7]1[CH:16]=[CH:15][C:10]([CH2:11][CH:12]([CH3:14])[CH3:13])=[CH:9][CH:8]=1)[CH3:6])=[O:4].N1C=CC=CC=1.[CH3:23][CH:24]([CH2:26][CH2:27][C@H:28]1[C@:33](O)([C:34]([CH2:36][CH2:37][CH:38]([CH3:40])[CH3:39])=[O:35])[C:32]([OH:42])=[C:31]([C:43]([CH2:45][CH:46]([CH3:48])[CH3:47])=[O:44])[C:29]1=[O:30])[CH3:25].